This data is from Full USPTO retrosynthesis dataset with 1.9M reactions from patents (1976-2016). The task is: Predict the reactants needed to synthesize the given product. (1) The reactants are: [CH2:1]([O:8][C:9]1[CH:14]=[CH:13][C:12]([C:15]2[N:19]([CH3:20])[C:18]3[CH:21]=[C:22]([C:24]([O:26][CH2:27][CH3:28])=[O:25])[S:23][C:17]=3[C:16]=2[CH:29]2[CH2:34][CH2:33][CH2:32][CH:31]=[CH:30]2)=[CH:11][CH:10]=1)[C:2]1[CH:7]=[CH:6][CH:5]=[CH:4][CH:3]=1. Given the product [CH2:1]([O:8][C:9]1[CH:10]=[CH:11][C:12]([C:15]2[N:19]([CH3:20])[C:18]3[CH:21]=[C:22]([C:24]([O:26][CH2:27][CH3:28])=[O:25])[S:23][C:17]=3[C:16]=2[CH:29]2[CH2:34][CH2:33][CH2:32][CH2:31][CH2:30]2)=[CH:13][CH:14]=1)[C:2]1[CH:3]=[CH:4][CH:5]=[CH:6][CH:7]=1, predict the reactants needed to synthesize it. (2) The reactants are: [ClH:1].Cl.[CH2:3]([C:7]1[N:8]=[N:9][C:10]([O:26][CH:27]2[CH2:32][CH2:31][NH:30][CH2:29][CH2:28]2)=[CH:11][C:12]=1[C:13]1[CH:18]=[CH:17][C:16]([O:19][CH:20]2[CH2:25][CH2:24][CH2:23][CH2:22][CH2:21]2)=[CH:15][CH:14]=1)[CH2:4][CH2:5][CH3:6].[C:33]([O:37][CH2:38][CH3:39])(=[O:36])[CH:34]=[CH2:35].CCN(C(C)C)C(C)C.Cl. Given the product [ClH:1].[ClH:1].[CH2:38]([O:37][C:33](=[O:36])[CH2:34][CH2:35][N:30]1[CH2:31][CH2:32][CH:27]([O:26][C:10]2[N:9]=[N:8][C:7]([CH2:3][CH2:4][CH2:5][CH3:6])=[C:12]([C:13]3[CH:14]=[CH:15][C:16]([O:19][CH:20]4[CH2:25][CH2:24][CH2:23][CH2:22][CH2:21]4)=[CH:17][CH:18]=3)[CH:11]=2)[CH2:28][CH2:29]1)[CH3:39], predict the reactants needed to synthesize it. (3) Given the product [NH2:7][C:8]1[S:9][C:10]([S:13][CH:14]([CH3:20])[CH2:15][OH:16])=[CH:11][N:12]=1, predict the reactants needed to synthesize it. The reactants are: [H-].[Al+3].[Li+].[H-].[H-].[H-].[NH2:7][C:8]1[S:9][C:10]([S:13][CH:14]([CH3:20])[C:15](OCC)=[O:16])=[CH:11][N:12]=1.S([O-])([O-])(=O)=O.[Na+].[Na+].O. (4) Given the product [CH2:14]([C:12]1([Mg:1][Br:2])[CH:13]=[C:8]([CH2:6][CH3:7])[CH:9]=[C:10]([CH2:16][CH3:17])[CH2:11]1)[CH3:15], predict the reactants needed to synthesize it. The reactants are: [Mg:1].[Br:2]C(Br)C.[CH2:6]([C:8]1[CH:13]=[C:12]([CH2:14][CH3:15])[CH:11]=[C:10]([CH2:16][CH3:17])[C:9]=1Br)[CH3:7]. (5) Given the product [F:36][C:35]1[CH:34]=[CH:33][C:16]([O:17][C:18]2[N:23]=[C:22]3[S:24][C:25]([NH:27][C:28]([CH:30]4[CH2:32][CH2:31]4)=[O:29])=[N:26][C:21]3=[CH:20][CH:19]=2)=[CH:15][C:14]=1[NH:13][C:1](=[O:2])[NH:54][CH2:53][C:49]1[CH:50]=[CH:51][CH:52]=[C:47]([O:46][C:45]([F:55])([F:56])[F:44])[CH:48]=1, predict the reactants needed to synthesize it. The reactants are: [C:1](=O)(OC(Cl)(Cl)Cl)[O:2]C(Cl)(Cl)Cl.[NH2:13][C:14]1[CH:15]=[C:16]([CH:33]=[CH:34][C:35]=1[F:36])[O:17][C:18]1[N:23]=[C:22]2[S:24][C:25]([NH:27][C:28]([CH:30]3[CH2:32][CH2:31]3)=[O:29])=[N:26][C:21]2=[CH:20][CH:19]=1.C(N(CC)CC)C.[F:44][C:45]([F:56])([F:55])[O:46][C:47]1[CH:48]=[C:49]([CH2:53][NH2:54])[CH:50]=[CH:51][CH:52]=1. (6) Given the product [CH2:1]([O:5][C:9]1[CH:14]=[CH:13][C:12]([N+:15]([O-:17])=[O:16])=[CH:11][CH:10]=1)[CH2:2][CH2:3][CH3:4], predict the reactants needed to synthesize it. The reactants are: [CH2:1]([OH:5])[CH2:2][CH2:3][CH3:4].[H-].[Na+].F[C:9]1[CH:14]=[CH:13][C:12]([N+:15]([O-:17])=[O:16])=[CH:11][CH:10]=1.[Cl-].[NH4+].